Task: Predict which catalyst facilitates the given reaction.. Dataset: Catalyst prediction with 721,799 reactions and 888 catalyst types from USPTO Reactant: [F:1][C:2]1[CH:7]=[C:6]([F:8])[CH:5]=[CH:4][C:3]=1[S:9]([N:12]1[C:20]2[CH:19]=[CH:18][N:17]=[CH:16][C:15]=2[C:14]([CH2:21][CH2:22][NH:23]C(=O)[O-])=[CH:13]1)(=[O:11])=[O:10].FC(F)(F)C(O)=O. Product: [F:1][C:2]1[CH:7]=[C:6]([F:8])[CH:5]=[CH:4][C:3]=1[S:9]([N:12]1[C:20]2[CH:19]=[CH:18][N:17]=[CH:16][C:15]=2[C:14]([CH2:21][CH2:22][NH2:23])=[CH:13]1)(=[O:11])=[O:10]. The catalyst class is: 2.